From a dataset of HIV replication inhibition screening data with 41,000+ compounds from the AIDS Antiviral Screen. Binary Classification. Given a drug SMILES string, predict its activity (active/inactive) in a high-throughput screening assay against a specified biological target. (1) The compound is Cl.N=C(N)SCc1cn2ccccc2n1. The result is 0 (inactive). (2) The drug is CCCCC1(C(=O)OCC)SCCCS1. The result is 0 (inactive). (3) The drug is CC1(C)CCCCCCC2OC2CCCCCC(C)(C)C1=O. The result is 0 (inactive).